From a dataset of KCNQ2 potassium channel screen with 302,405 compounds. Binary Classification. Given a drug SMILES string, predict its activity (active/inactive) in a high-throughput screening assay against a specified biological target. (1) The drug is s1c(C(OCc2oc(nn2)c2ccc(cc2)C)=O)ccc1. The result is 0 (inactive). (2) The compound is O=C(NCCn1c2c(cc1C)cccc2)/C=C\c1cc(OC)c(OC)cc1. The result is 0 (inactive). (3) The compound is FC(F)(F)c1[nH]c(nc(=O)c1)c1ccc(cc1)C. The result is 0 (inactive). (4) The drug is S=C(NN\C=C1/C=C(C=C(C1=O)/C=N\NC(=S)N)C)N. The result is 0 (inactive). (5) The drug is S(=O)(=O)(N1CCOCC1)c1ccc(cc1)C(OCC(=O)Nc1scc(n1)c1ccccc1)=O. The result is 0 (inactive).